Dataset: Experimentally validated miRNA-target interactions with 360,000+ pairs, plus equal number of negative samples. Task: Binary Classification. Given a miRNA mature sequence and a target amino acid sequence, predict their likelihood of interaction. (1) The miRNA is hsa-miR-326 with sequence CCUCUGGGCCCUUCCUCCAG. The protein sequence of the target gene is MILTSVLGSGPRSWSSLWPLLGSSLSLRARSTSATDTHHVELARERSKTVTSFYNQSAIDVAAEKPSVRLTPTMMLYSGRSQDGSHLLKSGRYLQQELPVRIAHRIKGFRSLPFIIGCNPTILHVHELYIRAFQKLTDFPPIKDQADEAQYCQLVRQLLDDHKDVVTLLAEGLRESRKHIQDEKLVRYFLDKTLTSRLGIRMLATHHLALHEDKPDFVGIICTRLSPKKIIEKWVDFARRLCEHKYGNAPRVRINGHVAARFPFIPMPLDYILPELLKNAMRATMESHLDTPYNVPDVVI.... Result: 0 (no interaction). (2) The miRNA is hsa-miR-4470 with sequence UGGCAAACGUGGAAGCCGAGA. The protein sequence of the target gene is MERRAGSRLRAWMLLLLLCPVQGRQKDSGSKWKVFLDQINRALENYEPCSSQNCSCYHGVIEEDLTPFRGGISRKMMAEVVRRKLGTHYQIIKNRLFREDDCMFPSRCSGVEHFILEVIHRLPDMEMVINVRDYPQVPKWMEPTIPVFSFSKTSEYHDIMYPAWTFWEGGPAVWPLYPTGLGRWDLFREDLLRSAAQWPWEKKNSTAYFRGSRTSPERDPLILLSRKNPKLVDAEYTKNQAWKSMKDTLGKPAAKDVHLIDHCKYRYLFNFRGVAASFRFKHLFLCGSLVFHVGDEWVEF.... Result: 0 (no interaction).